From a dataset of Reaction yield outcomes from USPTO patents with 853,638 reactions. Predict the reaction yield, written as a fraction of the theoretical maximum amount of product (1.0 means a 100% yield; for example, 0.34 means a 34% yield). (1) The reactants are [CH2:1]([Mg]Br)[CH2:2][CH3:3].CON(C)[C:9]([C:11]1[S:19][C:14]2=[CH:15][N:16]=[CH:17][CH:18]=[C:13]2[C:12]=1[NH:20][C:21](=[O:27])[O:22][C:23]([CH3:26])([CH3:25])[CH3:24])=[O:10]. No catalyst specified. The product is [C:9]([C:11]1[S:19][C:14]2=[CH:15][N:16]=[CH:17][CH:18]=[C:13]2[C:12]=1[NH:20][C:21](=[O:27])[O:22][C:23]([CH3:24])([CH3:25])[CH3:26])(=[O:10])[CH2:1][CH2:2][CH3:3]. The yield is 0.310. (2) The reactants are [CH3:1][C:2]1[N:3]([CH:14]([C:16]2[CH:21]=[CH:20][CH:19]=[CH:18][CH:17]=2)[CH3:15])[C:4]2[C:9]([C:10]=1[C:11](O)=[O:12])=[CH:8][CH:7]=[CH:6][CH:5]=2.ON1C2C=CC=CC=2N=N1.Cl.C(N=C=NCCCN(C)C)C.CN(C)C.[NH2:48][CH2:49][C:50]1[C:51]([OH:58])=[N:52][C:53]([CH3:57])=[CH:54][C:55]=1[CH3:56]. The catalyst is ClCCl.O. The yield is 0.590. The product is [OH:58][C:51]1[C:50]([CH2:49][NH:48][C:11]([C:10]2[C:9]3[C:4](=[CH:5][CH:6]=[CH:7][CH:8]=3)[N:3]([CH:14]([C:16]3[CH:17]=[CH:18][CH:19]=[CH:20][CH:21]=3)[CH3:15])[C:2]=2[CH3:1])=[O:12])=[C:55]([CH3:56])[CH:54]=[C:53]([CH3:57])[N:52]=1. (3) The reactants are [CH3:1][CH:2]([CH3:38])[C@H:3]([NH:33][C:34](=[O:37])[O:35][CH3:36])[C:4](=[O:32])[N:5]1[CH2:9][CH2:8][CH2:7][C@H:6]1[C:10]1[NH:14][C:13]2[C:15]3[C:20]([CH:21]=[CH:22][C:12]=2[N:11]=1)=[CH:19][C:18](B1OC(C)(C)C(C)(C)O1)=[CH:17][CH:16]=3.Br[C:40]1[CH:41]=[C:42]2[C:47](=[CH:48][CH:49]=1)[C:46]([NH:50][C:51](=[O:57])[O:52][C:53]([CH3:56])([CH3:55])[CH3:54])=[C:45]([NH:58][C:59](=[O:61])[O-:60])[CH:44]=[CH:43]2.C([O-])(O)=O.[Na+]. The catalyst is C1C=CC([P]([Pd]([P](C2C=CC=CC=2)(C2C=CC=CC=2)C2C=CC=CC=2)([P](C2C=CC=CC=2)(C2C=CC=CC=2)C2C=CC=CC=2)[P](C2C=CC=CC=2)(C2C=CC=CC=2)C2C=CC=CC=2)(C2C=CC=CC=2)C2C=CC=CC=2)=CC=1.COCCOC. The product is [CH3:36][O:35][C:34](=[O:37])[NH:33][C@@H:3]([CH:2]([CH3:1])[CH3:38])[C:4]([N:5]1[CH2:9][CH2:8][CH2:7][C@H:6]1[C:10]1[NH:11][C:12]2[C:22]3[C:17]([CH:16]=[CH:15][C:13]=2[N:14]=1)=[CH:18][C:19]([C:40]1[CH:49]=[CH:48][C:47]2[C:42](=[CH:43][CH:44]=[C:45]([NH:58][C:59]([O:60][C:2]([CH3:38])([CH3:3])[CH3:1])=[O:61])[C:46]=2[NH:50][C:51]([O:52][C:53]([CH3:56])([CH3:55])[CH3:54])=[O:57])[CH:41]=1)=[CH:20][CH:21]=3)=[O:32]. The yield is 0.750.